From a dataset of Forward reaction prediction with 1.9M reactions from USPTO patents (1976-2016). Predict the product of the given reaction. (1) The product is: [CH:27]([O:40][C:41]1[C:42]([CH3:66])=[C:43]([CH2:62][CH2:63][CH2:64][NH:72][CH2:71][C:70]2[CH:73]=[CH:74][C:75]([F:76])=[C:68]([Cl:67])[CH:69]=2)[C:44]([O:51][Si:52]([CH:56]([CH3:58])[CH3:57])([CH:59]([CH3:61])[CH3:60])[CH:53]([CH3:55])[CH3:54])=[C:45]2[C:50]=1[N:49]=[CH:48][CH:47]=[CH:46]2)([C:28]1[CH:33]=[CH:32][CH:31]=[CH:30][CH:29]=1)[C:34]1[CH:39]=[CH:38][CH:37]=[CH:36][CH:35]=1. Given the reactants C(OC1C2N=CC=CC=2C(O)=CC=1C)(C1C=CC=CC=1)C1C=CC=CC=1.[CH:27]([O:40][C:41]1[C:42]([CH3:66])=[C:43]([CH2:62][CH2:63][CH2:64]O)[C:44]([O:51][Si:52]([CH:59]([CH3:61])[CH3:60])([CH:56]([CH3:58])[CH3:57])[CH:53]([CH3:55])[CH3:54])=[C:45]2[C:50]=1[N:49]=[CH:48][CH:47]=[CH:46]2)([C:34]1[CH:39]=[CH:38][CH:37]=[CH:36][CH:35]=1)[C:28]1[CH:33]=[CH:32][CH:31]=[CH:30][CH:29]=1.[Cl:67][C:68]1[CH:69]=[C:70]([CH:73]=[CH:74][C:75]=1[F:76])[CH2:71][NH2:72], predict the reaction product. (2) Given the reactants [CH:1]1([C:6]([C:34]2[CH:39]=[CH:38][CH:37]=[CH:36][CH:35]=2)([C:28]2[CH:33]=[CH:32][CH:31]=[CH:30][CH:29]=2)[C:7]2[C:19]3[CH2:18][C:17]4[C:12](=[CH:13][C:14]([C:20]([CH3:23])([CH3:22])[CH3:21])=[CH:15][CH:16]=4)[C:11]=3[CH:10]=[C:9]([C:24]([CH3:27])([CH3:26])[CH3:25])[CH:8]=2)[CH:5]=[CH:4][CH:3]=[CH:2]1.CCCCCC.C([Li])CCC.Cl[Si:52]([CH3:55])([CH3:54])[CH3:53], predict the reaction product. The product is: [CH3:53][Si:52]([CH3:55])([CH3:54])[C:3]1[CH:4]=[CH:5][CH:1]([C:6]([C:28]2[CH:33]=[CH:32][CH:31]=[CH:30][CH:29]=2)([C:34]2[CH:39]=[CH:38][CH:37]=[CH:36][CH:35]=2)[C:7]2[C:19]3[CH2:18][C:17]4[C:12](=[CH:13][C:14]([C:20]([CH3:23])([CH3:22])[CH3:21])=[CH:15][CH:16]=4)[C:11]=3[CH:10]=[C:9]([C:24]([CH3:26])([CH3:27])[CH3:25])[CH:8]=2)[CH:2]=1.